Dataset: Tox21: 12 toxicity assays (nuclear receptors and stress response pathways). Task: Binary classification across 12 toxicity assays. (1) The molecule is CCCC[Sn](CCCC)(CCCC)OC(=O)c1ccccc1. It tested positive (active) for: NR-PPAR-gamma (PPAR-gamma nuclear receptor agonist), SR-ARE (Antioxidant Response Element (oxidative stress)), SR-HSE (Heat Shock Element response), and SR-MMP (Mitochondrial Membrane Potential disruption). (2) The molecule is COP(N)(=S)Oc1ccccc1C(=O)OC(C)C. It tested positive (active) for: NR-AhR (Aryl hydrocarbon Receptor agonist activity).